Dataset: Full USPTO retrosynthesis dataset with 1.9M reactions from patents (1976-2016). Task: Predict the reactants needed to synthesize the given product. (1) Given the product [NH2:49][C:4]1[N:3]=[C:2]([F:1])[N:10]=[C:9]2[C:5]=1[N:6]=[C:7]([CH2:38][C:39]1[C:47]([I:48])=[CH:46][C:42]3[O:43][CH2:44][O:45][C:41]=3[CH:40]=1)[N:8]2[CH2:11][CH2:12][O:13][CH2:14][CH2:15][CH2:16][CH2:17][OH:18], predict the reactants needed to synthesize it. The reactants are: [F:1][C:2]1[N:10]=[C:9]2[C:5]([N:6]=[C:7]([CH2:38][C:39]3[C:47]([I:48])=[CH:46][C:42]4[O:43][CH2:44][O:45][C:41]=4[CH:40]=3)[N:8]2[CH2:11][CH2:12][O:13][CH2:14][CH2:15][CH2:16][CH2:17][O:18]C(C2C=CC=CC=2)(C2C=CC=CC=2)C2C=CC=CC=2)=[C:4]([NH2:49])[N:3]=1. (2) Given the product [F:1][C:2]1[CH:10]=[C:9]2[C:5]([CH2:6][CH:7]([CH3:11])[NH:8]2)=[CH:4][CH:3]=1, predict the reactants needed to synthesize it. The reactants are: [F:1][C:2]1[CH:10]=[C:9]2[C:5]([CH:6]=[C:7]([CH3:11])[NH:8]2)=[CH:4][CH:3]=1.C([BH3-])#N.[Na+]. (3) Given the product [CH:7]([C:6]1[C:5]([O:10][CH3:11])=[CH:4][C:3]([CH3:12])=[C:2]([C:18]2[CH:19]=[CH:20][C:15]([C:13]#[N:14])=[CH:16][CH:17]=2)[CH:9]=1)=[O:8], predict the reactants needed to synthesize it. The reactants are: Br[C:2]1[C:3]([CH3:12])=[CH:4][C:5]([O:10][CH3:11])=[C:6]([CH:9]=1)[CH:7]=[O:8].[C:13]([C:15]1[CH:20]=[CH:19][C:18](B(O)O)=[CH:17][CH:16]=1)#[N:14].